From a dataset of Peptide-MHC class I binding affinity with 185,985 pairs from IEDB/IMGT. Regression. Given a peptide amino acid sequence and an MHC pseudo amino acid sequence, predict their binding affinity value. This is MHC class I binding data. (1) The peptide sequence is YYGRWVHEF. The MHC is HLA-A24:02 with pseudo-sequence HLA-A24:02. The binding affinity (normalized) is 1.00. (2) The peptide sequence is YRHKVVKVM. The MHC is HLA-B27:05 with pseudo-sequence HLA-B27:05. The binding affinity (normalized) is 0.677. (3) The peptide sequence is GELDRWEKI. The MHC is HLA-A68:01 with pseudo-sequence HLA-A68:01. The binding affinity (normalized) is 0. (4) The peptide sequence is ESWILRNPGF. The MHC is HLA-A30:01 with pseudo-sequence HLA-A30:01. The binding affinity (normalized) is 0.440. (5) The peptide sequence is ANRLTTLQR. The MHC is HLA-A30:01 with pseudo-sequence HLA-A30:01. The binding affinity (normalized) is 0.648. (6) The peptide sequence is EIYKRWII. The MHC is HLA-A11:01 with pseudo-sequence HLA-A11:01. The binding affinity (normalized) is 0.